From a dataset of Reaction yield outcomes from USPTO patents with 853,638 reactions. Predict the reaction yield, written as a fraction of the theoretical maximum amount of product (1.0 means a 100% yield; for example, 0.34 means a 34% yield). The reactants are [CH3:1][O:2][CH2:3][CH2:4][O:5][C:6]([NH:8][NH:9][C:10]([O:12][CH2:13][CH2:14][O:15][CH3:16])=[O:11])=[O:7].Cl[O-].[Na+]. The catalyst is C1(C)C=CC=CC=1. The product is [CH3:1][O:2][CH2:3][CH2:4][O:5][C:6]([N:8]=[N:9][C:10]([O:12][CH2:13][CH2:14][O:15][CH3:16])=[O:11])=[O:7]. The yield is 0.370.